This data is from Full USPTO retrosynthesis dataset with 1.9M reactions from patents (1976-2016). The task is: Predict the reactants needed to synthesize the given product. (1) Given the product [CH2:19]([O:18][C:12](=[O:17])[C:13]([C:14](=[O:15])[CH3:16])=[CH:6][C:5]1[CH:8]=[CH:9][C:10]([OH:11])=[C:3]([O:2][CH3:1])[CH:4]=1)[CH3:20], predict the reactants needed to synthesize it. The reactants are: [CH3:1][O:2][C:3]1[CH:4]=[C:5]([CH:8]=[CH:9][C:10]=1[OH:11])[CH:6]=O.[C:12]([O:18][CH2:19][CH3:20])(=[O:17])[CH2:13][C:14]([CH3:16])=[O:15].N1(CC(O)=O)CCCCC1. (2) Given the product [Br:1][C:2]1[CH:3]=[CH:4][C:5]([F:31])=[C:6]([C:8]([NH:24][S:25]([C:27]([CH3:30])([CH3:29])[CH3:28])=[O:26])([CH3:32])[CH2:9][C:10]2([O:16][Si:17]([C:20]([CH3:23])([CH3:22])[CH3:21])([CH3:19])[CH3:18])[CH2:15][CH2:14][O:13][CH2:12][CH2:11]2)[CH:7]=1, predict the reactants needed to synthesize it. The reactants are: [Br:1][C:2]1[CH:3]=[CH:4][C:5]([F:31])=[C:6](/[C:8](=[N:24]\[S:25]([C:27]([CH3:30])([CH3:29])[CH3:28])=[O:26])/[CH2:9][C:10]2([O:16][Si:17]([C:20]([CH3:23])([CH3:22])[CH3:21])([CH3:19])[CH3:18])[CH2:15][CH2:14][O:13][CH2:12][CH2:11]2)[CH:7]=1.[CH3:32][Mg+].[Br-]. (3) Given the product [O:48]([CH2:47][CH2:46][S:45][CH2:44][C:40]1[CH:39]=[C:38]([C:33]2[C:32]([C:30]([OH:31])=[O:29])=[CH:37][CH:36]=[CH:35][CH:34]=2)[CH:43]=[CH:42][CH:41]=1)[C:49]1[CH:50]=[CH:51][CH:52]=[CH:53][CH:54]=1, predict the reactants needed to synthesize it. The reactants are: O(CCSCC1C=CC(C2C=CC=C(C(O)=O)C=2)=CC=1)C1C=CC=CC=1.C([O:29][C:30]([C:32]1[C:33]([C:38]2[CH:43]=[CH:42][CH:41]=[C:40]([CH2:44][S:45][CH2:46][CH2:47][O:48][C:49]3[CH:54]=[CH:53][CH:52]=[CH:51][CH:50]=3)[CH:39]=2)=[CH:34][CH:35]=[CH:36][CH:37]=1)=[O:31])C.[OH-].[Li+]. (4) Given the product [Cl:12][C:13]1[C:18]([C:19]([NH:11][C:9]2[CH:8]=[CH:7][CH:6]=[C:5]3[C:10]=2[N:1]=[CH:2][CH:3]=[CH:4]3)=[O:20])=[C:17]([F:22])[C:16]([CH2:23][NH:24][C:25](=[O:30])[C:26]([CH3:28])([CH3:27])[CH3:29])=[CH:15][CH:14]=1, predict the reactants needed to synthesize it. The reactants are: [N:1]1[C:10]2[C:5](=[CH:6][CH:7]=[CH:8][C:9]=2[NH2:11])[CH:4]=[CH:3][CH:2]=1.[Cl:12][C:13]1[C:18]([C:19](O)=[O:20])=[C:17]([F:22])[C:16]([CH2:23][NH:24][C:25](=[O:30])[C:26]([CH3:29])([CH3:28])[CH3:27])=[CH:15][CH:14]=1.C(Cl)(=O)C(Cl)=O.CCN(C(C)C)C(C)C. (5) Given the product [C:16]([O:20][C:21]([NH:23][C:24]1[N:29]=[CH:28][C:27]([CH2:30][CH:31]([C:32]([O:34][CH2:35][CH3:36])=[O:33])[CH2:37][PH:1](=[O:7])[OH:2])=[CH:26][CH:25]=1)=[O:22])([CH3:19])([CH3:17])[CH3:18], predict the reactants needed to synthesize it. The reactants are: [PH:1]([O:7][Si](C)(C)C)[O:2][Si](C)(C)C.[PH2]([O-])=O.[NH4+].[C:16]([O:20][C:21]([NH:23][C:24]1[N:29]=[CH:28][C:27]([CH2:30][C:31](=[CH2:37])[C:32]([O:34][CH2:35][CH3:36])=[O:33])=[CH:26][CH:25]=1)=[O:22])([CH3:19])([CH3:18])[CH3:17].CO. (6) Given the product [F:33][C:2]([F:32])([F:1])[C:3]1[CH:27]=[C:26]([C:28]([F:31])([F:29])[F:30])[CH:25]=[CH:24][C:4]=1[CH2:5][N:6]1[C:14]2[C:9](=[CH:10][C:11]([CH:15]=[C:16]3[S:20][C:19]([N:34]4[CH2:37][CH:36]([C:38]([OH:40])=[O:39])[CH2:35]4)=[N:18][C:17]3=[O:23])=[CH:12][CH:13]=2)[CH:8]=[N:7]1, predict the reactants needed to synthesize it. The reactants are: [F:1][C:2]([F:33])([F:32])[C:3]1[CH:27]=[C:26]([C:28]([F:31])([F:30])[F:29])[CH:25]=[CH:24][C:4]=1[CH2:5][N:6]1[C:14]2[C:9](=[CH:10][C:11]([CH:15]=[C:16]3[S:20][C:19](SC)=[N:18][C:17]3=[O:23])=[CH:12][CH:13]=2)[CH:8]=[N:7]1.[NH:34]1[CH2:37][CH:36]([C:38]([OH:40])=[O:39])[CH2:35]1. (7) The reactants are: C(=O)([O-])[O-].[K+].[K+].Cl.[NH2:8][OH:9].[CH2:10]([O:17][CH2:18][C:19]([NH:23][S:24]([C:26]([CH3:29])([CH3:28])[CH3:27])=[O:25])([C:21]#[N:22])[CH3:20])[C:11]1[CH:16]=[CH:15][CH:14]=[CH:13][CH:12]=1.[O-][Mn](=O)(=O)=O.[K+]. Given the product [CH2:10]([O:17][CH2:18][C:19]([NH:23][S:24]([C:26]([CH3:29])([CH3:28])[CH3:27])=[O:25])([CH3:20])[C:21](=[N:8][OH:9])[NH2:22])[C:11]1[CH:12]=[CH:13][CH:14]=[CH:15][CH:16]=1, predict the reactants needed to synthesize it.